The task is: Predict which catalyst facilitates the given reaction.. This data is from Catalyst prediction with 721,799 reactions and 888 catalyst types from USPTO. (1) Reactant: Cl[C:2]1[C:7]([C:8]([O:10][CH2:11][CH3:12])=[O:9])=[CH:6][N:5]=[C:4]([Cl:13])[CH:3]=1.CC[N:16](C(C)C)[CH:17]([CH3:19])[CH3:18].CC(N)C. Product: [Cl:13][C:4]1[CH:3]=[C:2]([NH:16][CH:17]([CH3:19])[CH3:18])[C:7]([C:8]([O:10][CH2:11][CH3:12])=[O:9])=[CH:6][N:5]=1. The catalyst class is: 44. (2) Reactant: [OH:1][CH:2]([C:23]1[CH:28]=[CH:27][C:26]([O:29][C:30]2[CH:35]=[CH:34][CH:33]=[CH:32][CH:31]=2)=[CH:25][CH:24]=1)[CH:3]([CH2:9][C:10]1[CH:15]=[CH:14][CH:13]=[C:12]([O:16][C:17]([F:22])([F:21])[CH:18]([F:20])[F:19])[CH:11]=1)[C:4]([O:6]CC)=[O:5].[OH-].[Na+].Cl. Product: [OH:1][CH:2]([C:23]1[CH:24]=[CH:25][C:26]([O:29][C:30]2[CH:35]=[CH:34][CH:33]=[CH:32][CH:31]=2)=[CH:27][CH:28]=1)[CH:3]([CH2:9][C:10]1[CH:15]=[CH:14][CH:13]=[C:12]([O:16][C:17]([F:22])([F:21])[CH:18]([F:20])[F:19])[CH:11]=1)[C:4]([OH:6])=[O:5]. The catalyst class is: 5.